This data is from Catalyst prediction with 721,799 reactions and 888 catalyst types from USPTO. The task is: Predict which catalyst facilitates the given reaction. (1) Reactant: [Cl:1][C:2]1[CH:3]=[C:4]2[C:9](=[CH:10][CH:11]=1)[N:8]=[CH:7][C:6]([CH2:12][OH:13])=[C:5]2[NH:14][C:15]1[CH:20]=[CH:19][C:18]([N:21]2[CH2:26][CH2:25][N:24]([C:27]([O:29][C:30]([CH3:33])([CH3:32])[CH3:31])=[O:28])[CH2:23][CH2:22]2)=[C:17]([C:34]([F:37])([F:36])[F:35])[CH:16]=1.Cl[C:39](Cl)([O:41]C(=O)OC(Cl)(Cl)Cl)Cl.CCN(CC)CC. Product: [Cl:1][C:2]1[CH:11]=[CH:10][C:9]2[N:8]=[CH:7][C:6]3[CH2:12][O:13][C:39](=[O:41])[N:14]([C:15]4[CH:20]=[CH:19][C:18]([N:21]5[CH2:22][CH2:23][N:24]([C:27]([O:29][C:30]([CH3:33])([CH3:32])[CH3:31])=[O:28])[CH2:25][CH2:26]5)=[C:17]([C:34]([F:37])([F:35])[F:36])[CH:16]=4)[C:5]=3[C:4]=2[CH:3]=1. The catalyst class is: 4. (2) Reactant: C(OC(=O)[NH:7][C:8]1[CH:13]=[CH:12][C:11]([C:14]2[CH:19]=[CH:18][CH:17]=CC=2F)=[CH:10][C:9]=1[NH:21][C:22](=[O:39])[CH2:23][C:24]([C:26]1[CH:31]=[CH:30][CH:29]=[C:28]([N:32]2[CH:36]=[C:35]([CH3:37])[N:34]=[C:33]2[CH3:38])[CH:27]=1)=O)(C)(C)C.[C:41](O)([C:43]([F:46])(F)F)=O. Product: [CH3:38][C:33]1[N:32]([C:28]2[CH:27]=[C:26]([C:24]3[CH2:23][C:22](=[O:39])[NH:21][C:9]4[CH:10]=[C:11]([C:14]5[CH:19]=[CH:18][CH:17]=[CH:41][C:43]=5[F:46])[CH:12]=[CH:13][C:8]=4[N:7]=3)[CH:31]=[CH:30][CH:29]=2)[CH:36]=[C:35]([CH3:37])[N:34]=1. The catalyst class is: 2.